Dataset: Catalyst prediction with 721,799 reactions and 888 catalyst types from USPTO. Task: Predict which catalyst facilitates the given reaction. (1) Reactant: [Cl:1][C:2]1[C:3]([OH:11])=[C:4]([CH:7]=[C:8]([F:10])[CH:9]=1)C=O.N.CC1C=CC(S(C[N+]#[C-])(=O)=O)=CC=1.[NH:26]1[CH2:31][CH2:30][NH:29][CH2:28]C1. Product: [Cl:1][C:2]1[CH:9]=[C:8]([F:10])[CH:7]=[C:4]([C:30]2[NH:29][CH:28]=[N:26][CH:31]=2)[C:3]=1[OH:11]. The catalyst class is: 8. (2) Reactant: ClCCl.C([Mg]Cl)(C)C.Br[C:10]1[CH:15]=[C:14]([F:16])[CH:13]=[CH:12][C:11]=1[F:17].CON(C)[C:21](=[O:34])[CH:22]([NH:26][C:27](=[O:33])[O:28][C:29]([CH3:32])([CH3:31])[CH3:30])[CH2:23][C:24]#[CH:25]. Product: [F:17][C:11]1[CH:12]=[CH:13][C:14]([F:16])=[CH:15][C:10]=1[C:21](=[O:34])[CH:22]([NH:26][C:27](=[O:33])[O:28][C:29]([CH3:30])([CH3:32])[CH3:31])[CH2:23][C:24]#[CH:25]. The catalyst class is: 1. (3) Reactant: [N:1]([N:3]1[CH2:8][CH:7]([C:9]2[CH:14]=[CH:13][N:12]=[CH:11][CH:10]=2)[S:6][C:5]2[CH:15]=[CH:16][CH:17]=[CH:18][C:4]1=2)=O.[Cl-].[NH4+].O.[CH3:22][C:23]([CH3:25])=O. Product: [CH3:22][C:23](=[N:1][N:3]1[CH2:8][CH:7]([C:9]2[CH:14]=[CH:13][N:12]=[CH:11][CH:10]=2)[S:6][C:5]2[CH:15]=[CH:16][CH:17]=[CH:18][C:4]1=2)[CH3:25]. The catalyst class is: 401. (4) Reactant: [CH2:1]([S:8][C:9]1[CH:14]=[C:13](Cl)[N:12]=[C:11]([NH2:16])[N:10]=1)[C:2]1[CH:7]=[CH:6][CH:5]=[CH:4][CH:3]=1.[C:17]([O-:20])([O-])=[O:18].[Na+].[Na+].[CH3:23][C:24]#[N:25]. Product: [NH2:25][C@@H:24]([CH2:23][C:2]1[CH:7]=[CH:6][C:5]([C:13]2[CH:14]=[C:9]([S:8][CH2:1][C:2]3[CH:7]=[CH:6][CH:5]=[CH:4][CH:3]=3)[N:10]=[C:11]([NH2:16])[N:12]=2)=[CH:4][CH:3]=1)[C:17]([OH:20])=[O:18]. The catalyst class is: 189. (5) Reactant: C(OC(=O)[NH:7][C:8]1[CH:13]=[C:12]([N:14]([CH3:16])[CH3:15])[C:11]([Cl:17])=[CH:10][C:9]=1[NH:18][C:19](=[O:34])[CH2:20][C:21](=O)[C:22]1[CH:27]=[CH:26][CH:25]=[C:24]([N:28]2[CH:32]=[CH:31][CH:30]=[N:29]2)[CH:23]=1)(C)(C)C.C(O)(C(F)(F)F)=O. Product: [Cl:17][C:11]1[C:12]([N:14]([CH3:16])[CH3:15])=[CH:13][C:8]2[N:7]=[C:21]([C:22]3[CH:27]=[CH:26][CH:25]=[C:24]([N:28]4[CH:32]=[CH:31][CH:30]=[N:29]4)[CH:23]=3)[CH2:20][C:19](=[O:34])[NH:18][C:9]=2[CH:10]=1. The catalyst class is: 2. (6) Reactant: [F:1][C:2]1[CH:10]=[C:9]2[C:5]([CH2:6][C:7](=[O:11])[NH:8]2)=[CH:4][C:3]=1[C:12](OC)=[O:13].CCO.[Li+].[BH4-]. Product: [F:1][C:2]1[CH:10]=[C:9]2[C:5]([CH2:6][C:7](=[O:11])[NH:8]2)=[CH:4][C:3]=1[CH2:12][OH:13]. The catalyst class is: 1. (7) Reactant: CS(C)=O.[OH-].[K+].[NH:7]1[CH:11]=[N:10][N:9]=[N:8]1.[Br:12][C:13]1[CH:20]=[CH:19][C:16]([CH2:17]Br)=[CH:15][CH:14]=1. Product: [Br:12][C:13]1[CH:20]=[CH:19][C:16]([CH2:17][N:7]2[CH:11]=[N:10][N:9]=[N:8]2)=[CH:15][CH:14]=1. The catalyst class is: 6.